This data is from Reaction yield outcomes from USPTO patents with 853,638 reactions. The task is: Predict the reaction yield, written as a fraction of the theoretical maximum amount of product (1.0 means a 100% yield; for example, 0.34 means a 34% yield). (1) The reactants are [Cl-].O[NH3+:3].[C:4](=[O:7])([O-])[OH:5].[Na+].CS(C)=O.[F:13][C:14]1[CH:15]=[C:16]([C:47]2[C:48]([C:53]#[N:54])=[CH:49][CH:50]=[CH:51][CH:52]=2)[CH:17]=[CH:18][C:19]=1[CH2:20][C:21]1[C:22](=[O:46])[N:23]([C@H:33]2[CH2:38][CH2:37][C@H:36]([O:39][CH:40]([CH3:45])[C:41]([OH:44])([CH3:43])[CH3:42])[CH2:35][CH2:34]2)[C:24]2[N:25]([N:30]=[CH:31][N:32]=2)[C:26]=1[CH2:27][CH2:28][CH3:29]. The catalyst is C(OCC)(=O)C. The product is [F:13][C:14]1[CH:15]=[C:16]([C:47]2[CH:52]=[CH:51][CH:50]=[CH:49][C:48]=2[C:53]2[NH:3][C:4](=[O:7])[O:5][N:54]=2)[CH:17]=[CH:18][C:19]=1[CH2:20][C:21]1[C:22](=[O:46])[N:23]([C@H:33]2[CH2:38][CH2:37][C@H:36]([O:39][CH:40]([CH3:45])[C:41]([OH:44])([CH3:43])[CH3:42])[CH2:35][CH2:34]2)[C:24]2[N:25]([N:30]=[CH:31][N:32]=2)[C:26]=1[CH2:27][CH2:28][CH3:29]. The yield is 0.910. (2) The reactants are [CH3:1][C:2]1[CH:3]=[C:4]([C:8]2[CH:13]=[CH:12][C:11]([C:14]([OH:16])=O)=[CH:10][CH:9]=2)[CH:5]=[CH:6][CH:7]=1.[CH:17]1[CH:18]=[CH:19][N:20]2[CH2:26][C:25]3[CH:27]=[CH:28][CH:29]=[CH:30][C:24]=3[NH:23][CH2:22][C:21]=12.C(N(CC)C(C)C)(C)C. The catalyst is S(Cl)(Cl)=O.ClCCl. The product is [CH:17]1[CH:18]=[CH:19][N:20]2[CH2:26][C:25]3[CH:27]=[CH:28][CH:29]=[CH:30][C:24]=3[N:23]([C:14]([C:11]3[CH:10]=[CH:9][C:8]([C:4]4[CH:5]=[CH:6][CH:7]=[C:2]([CH3:1])[CH:3]=4)=[CH:13][CH:12]=3)=[O:16])[CH2:22][C:21]=12. The yield is 0.828. (3) The reactants are CO[C:3](=[O:19])[C:4]1[C:9]([NH:10][C:11]([CH:13]2[CH2:15][CH2:14]2)=[O:12])=[CH:8][CH:7]=[C:6]([F:16])[C:5]=1[CH2:17]Br.CCN(CC)CC.[CH2:27]([O:29][C:30]1[CH:31]=[C:32]([C@H:38]([NH2:44])[CH2:39][S:40]([CH3:43])(=[O:42])=[O:41])[CH:33]=[CH:34][C:35]=1[O:36][CH3:37])[CH3:28]. The catalyst is CN(C=O)C. The product is [CH2:27]([O:29][C:30]1[CH:31]=[C:32]([C@H:38]([N:44]2[C:3](=[O:19])[C:4]3[C:5](=[C:6]([F:16])[CH:7]=[CH:8][C:9]=3[NH:10][C:11]([CH:13]3[CH2:14][CH2:15]3)=[O:12])[CH2:17]2)[CH2:39][S:40]([CH3:43])(=[O:42])=[O:41])[CH:33]=[CH:34][C:35]=1[O:36][CH3:37])[CH3:28]. The yield is 0.550. (4) The reactants are N(C(N1CCCCC1)=O)=NC(N1CCCCC1)=O.[Cl:19][C:20]1[CH:39]=[CH:38][C:23]([NH:24][C:25]2[C:34]3[C:29](=[CH:30][C:31]([OH:37])=[C:32]([O:35][CH3:36])[CH:33]=3)[N:28]=[CH:27][N:26]=2)=[C:22]([F:40])[CH:21]=1.[O:41]1[CH2:45][CH2:44][CH:43]([CH2:46]O)[CH2:42]1.C(P(CCCC)CCCC)CCC. The catalyst is C(Cl)Cl.CCOCC. The product is [Cl:19][C:20]1[CH:39]=[CH:38][C:23]([NH:24][C:25]2[C:34]3[C:29](=[CH:30][C:31]([O:37][CH2:46][CH:43]4[CH2:44][CH2:45][O:41][CH2:42]4)=[C:32]([O:35][CH3:36])[CH:33]=3)[N:28]=[CH:27][N:26]=2)=[C:22]([F:40])[CH:21]=1. The yield is 0.310. (5) The reactants are C(O)C(C)(C)C.[H-].[Na+].C(OC([N:16]1[CH2:22][CH2:21][C:20]2[C:23](SCC3N=NC(Cl)=CC=3)=[C:24](Cl)[CH:25]=[CH:26][C:19]=2[CH2:18][CH2:17]1)=O)(C)(C)C. The catalyst is C1COCC1.O. The product is [CH2:21]1[C:20]2[CH:23]=[CH:24][CH:25]=[CH:26][C:19]=2[CH2:18][CH2:17][NH:16][CH2:22]1. The yield is 0.280. (6) The reactants are [C:1]([NH:4][C:5]1[CH:13]=[CH:12][CH:11]=[C:10]2[C:6]=1[C:7](=[O:34])[N:8]([CH:15]([C:20]1[CH:25]=[CH:24][C:23]([O:26][CH:27]([F:29])[F:28])=[C:22]([O:30][CH:31]([F:33])[F:32])[CH:21]=1)[CH2:16][C:17](O)=[O:18])[C:9]2=[O:14])(=[O:3])[CH3:2].[C:35](N1C=CN=C1)([N:37]1C=CN=[CH:38]1)=O.CNC.O. The catalyst is O1CCCC1. The product is [C:1]([NH:4][C:5]1[CH:13]=[CH:12][CH:11]=[C:10]2[C:6]=1[C:7](=[O:34])[N:8]([CH:15]([C:20]1[CH:25]=[CH:24][C:23]([O:26][CH:27]([F:29])[F:28])=[C:22]([O:30][CH:31]([F:32])[F:33])[CH:21]=1)[CH2:16][C:17]([N:37]([CH3:38])[CH3:35])=[O:18])[C:9]2=[O:14])(=[O:3])[CH3:2]. The yield is 0.550. (7) The reactants are [C:1]([O:5][C:6]1[C:11]([O:12][CH3:13])=[C:10]([F:14])[N:9]=[C:8](F)[C:7]=1[F:16])([CH3:4])([CH3:3])[CH3:2].O.[NH2:18][NH2:19]. The catalyst is C(O)CC. The product is [C:1]([O:5][C:6]1[C:11]([O:12][CH3:13])=[C:10]([F:14])[N:9]=[C:8]([NH:18][NH2:19])[C:7]=1[F:16])([CH3:4])([CH3:3])[CH3:2]. The yield is 0.900.